From a dataset of Catalyst prediction with 721,799 reactions and 888 catalyst types from USPTO. Predict which catalyst facilitates the given reaction. (1) Reactant: [NH:1]1[CH:5]=[N:4][C:3]([CH2:6][C:7]([O:9]CC)=[O:8])=[N:2]1.[OH-].[Na+].O.CO. Product: [NH:1]1[CH:5]=[N:4][C:3]([CH2:6][C:7]([OH:9])=[O:8])=[N:2]1. The catalyst class is: 1. (2) Reactant: [F:1][C:2]1[CH:7]=[CH:6][C:5]2[C:8]3([O:14][C:15](=O)[C:4]=2[CH:3]=1)[CH2:13][CH2:12][NH:11][CH2:10][CH2:9]3.B.Cl.[OH-].[Na+]. Product: [F:1][C:2]1[CH:7]=[CH:6][C:5]2[C:8]3([O:14][CH2:15][C:4]=2[CH:3]=1)[CH2:9][CH2:10][NH:11][CH2:12][CH2:13]3. The catalyst class is: 30. (3) Reactant: CN(C(ON1N=NC2C=CC=CC1=2)=[N+](C)C)C.[B-](F)(F)(F)F.CCN(CC)CC.[NH2:30][C:31]1[C:32]([C:38]([OH:40])=O)=[N:33][C:34]([Br:37])=[CH:35][N:36]=1.[C:41]([NH:49][NH2:50])(=[O:48])[C:42]1[CH:47]=[CH:46][CH:45]=[CH:44][CH:43]=1. Product: [NH2:30][C:31]1[C:32]([C:38]([N:49]([C:41]([C:42]2[CH:47]=[CH:46][CH:45]=[CH:44][CH:43]=2)=[O:48])[NH2:50])=[O:40])=[N:33][C:34]([Br:37])=[CH:35][N:36]=1. The catalyst class is: 18.